Dataset: Human liver microsome stability data. Task: Regression/Classification. Given a drug SMILES string, predict its absorption, distribution, metabolism, or excretion properties. Task type varies by dataset: regression for continuous measurements (e.g., permeability, clearance, half-life) or binary classification for categorical outcomes (e.g., BBB penetration, CYP inhibition). Dataset: hlm. (1) The drug is COc1ccc2[nH]c(S(=O)(=O)NCc3ccc(-c4ccc(F)nc4)cc3)cc2c1. The result is 1 (stable in human liver microsomes). (2) The drug is COc1ncc(-c2nc3c(n2C(C)C)[C@H](c2ccc(Cl)cc2C)N(c2cc(Cl)ccc2C)C3=O)c(OC)n1. The result is 1 (stable in human liver microsomes). (3) The compound is O=C(O)CN(c1cnc(N(CC(=O)O)S(=O)(=O)c2ccc(O)cc2)c2ccccc12)S(=O)(=O)c1ccc(O)cc1. The result is 1 (stable in human liver microsomes). (4) The compound is C[C@H](OC(=O)N1CCC(O[C@H]2CC[C@H](Oc3cnc(S(C)(=O)=O)cn3)CC2)CC1)C(F)(F)F. The result is 0 (unstable in human liver microsomes).